From a dataset of Catalyst prediction with 721,799 reactions and 888 catalyst types from USPTO. Predict which catalyst facilitates the given reaction. (1) Reactant: [NH:1]1[C:9]2[C:4](=[CH:5][CH:6]=[C:7]([C:10]([O:12][CH3:13])=[O:11])[CH:8]=2)[CH:3]=[N:2]1.[I:14]I.[OH-].[K+]. Product: [I:14][C:3]1[C:4]2[C:9](=[CH:8][C:7]([C:10]([O:12][CH3:13])=[O:11])=[CH:6][CH:5]=2)[NH:1][N:2]=1. The catalyst class is: 3. (2) Reactant: [H-].[Na+].[CH3:3][O:4][C:5]1[CH:20]=[CH:19][C:8]([CH2:9][N:10]([CH:15]([CH3:18])[CH2:16][OH:17])[C:11](=[O:14])[CH2:12]Br)=[CH:7][CH:6]=1. Product: [CH3:3][O:4][C:5]1[CH:20]=[CH:19][C:8]([CH2:9][N:10]2[C@@H:15]([CH3:18])[CH2:16][O:17][CH2:12][C:11]2=[O:14])=[CH:7][CH:6]=1. The catalyst class is: 1. (3) Reactant: [CH3:1][N:2]1[CH2:7][CH2:6][C:5](=[O:8])[CH:4]([CH3:9])[CH2:3]1.O1CCOCC1.[OH-].[K+].[C:18]1([C:24](=[O:27])[CH:25]=[CH2:26])[CH:23]=[CH:22][CH:21]=[CH:20][CH:19]=1. Product: [CH3:1][N:2]1[CH2:7][CH2:6][C:5](=[O:8])[C:4]([CH3:9])([CH2:26][CH2:25][C:24](=[O:27])[C:18]2[CH:23]=[CH:22][CH:21]=[CH:20][CH:19]=2)[CH2:3]1. The catalyst class is: 6. (4) Reactant: [CH3:1][O:2][C:3]1[CH:4]=[C:5]2[C:9](=[CH:10][C:11]=1[O:12][CH3:13])[C:8](=[O:14])[N:7]([CH2:15][C:16]([OH:18])=[O:17])[C:6]2=[O:19].C(Cl)CCl.[Cl:24][C:25]1[CH:26]=[N+:27]([O-:50])[CH:28]=[C:29]([Cl:49])[C:30]=1[CH2:31][C@@H:32]([C:34]1[CH:39]=[CH:38][C:37]([O:40][CH:41]([F:43])[F:42])=[C:36]([O:44][CH2:45][CH:46]2[CH2:48][CH2:47]2)[CH:35]=1)O. Product: [Cl:24][C:25]1[CH:26]=[N+:27]([O-:50])[CH:28]=[C:29]([Cl:49])[C:30]=1[CH2:31][C@@H:32]([C:34]1[CH:39]=[CH:38][C:37]([O:40][CH:41]([F:43])[F:42])=[C:36]([O:44][CH2:45][CH:46]2[CH2:48][CH2:47]2)[CH:35]=1)[O:17][C:16](=[O:18])[CH2:15][N:7]1[C:6](=[O:19])[C:5]2[C:9](=[CH:10][C:11]([O:12][CH3:13])=[C:3]([O:2][CH3:1])[CH:4]=2)[C:8]1=[O:14]. The catalyst class is: 64. (5) Reactant: [OH:1][CH2:2][C@H:3]([NH:11][C:12](=[O:18])[O:13][C:14]([CH3:17])([CH3:16])[CH3:15])[C:4]1[CH:9]=[CH:8][C:7]([OH:10])=[CH:6][CH:5]=1.C(=O)([O-])[O-].[K+].[K+].Br[CH2:26][C:27]([O:29][CH2:30][CH3:31])=[O:28]. Product: [C:14]([O:13][C:12]([NH:11][C@H:3]([C:4]1[CH:5]=[CH:6][C:7]([O:10][CH2:26][C:27]([O:29][CH2:30][CH3:31])=[O:28])=[CH:8][CH:9]=1)[CH2:2][OH:1])=[O:18])([CH3:15])([CH3:17])[CH3:16]. The catalyst class is: 21. (6) Reactant: [CH:1]1([P:7]([CH:14]2[CH2:19][CH2:18][CH2:17][CH2:16][CH2:15]2)[CH:8]2[CH2:13][CH2:12][CH2:11][CH2:10][CH2:9]2)[CH2:6][CH2:5][CH2:4][CH2:3][CH2:2]1.[C:20]([OH:23])(=[O:22])[CH3:21].[F-:24].[F-].[F-]. Product: [C:20]([O-:23])(=[O:22])[CH3:21].[F-:24].[F-:24].[F-:24].[CH:14]1([PH+:7]([CH:1]2[CH2:2][CH2:3][CH2:4][CH2:5][CH2:6]2)[CH:8]2[CH2:13][CH2:12][CH2:11][CH2:10][CH2:9]2)[CH2:15][CH2:16][CH2:17][CH2:18][CH2:19]1.[CH:14]1([PH+:7]([CH:1]2[CH2:2][CH2:3][CH2:4][CH2:5][CH2:6]2)[CH:8]2[CH2:13][CH2:12][CH2:11][CH2:10][CH2:9]2)[CH2:15][CH2:16][CH2:17][CH2:18][CH2:19]1.[CH:14]1([PH+:7]([CH:1]2[CH2:2][CH2:3][CH2:4][CH2:5][CH2:6]2)[CH:8]2[CH2:13][CH2:12][CH2:11][CH2:10][CH2:9]2)[CH2:15][CH2:16][CH2:17][CH2:18][CH2:19]1.[CH:14]1([PH+:7]([CH:1]2[CH2:2][CH2:3][CH2:4][CH2:5][CH2:6]2)[CH:8]2[CH2:13][CH2:12][CH2:11][CH2:10][CH2:9]2)[CH2:15][CH2:16][CH2:17][CH2:18][CH2:19]1. The catalyst class is: 27. (7) Reactant: [NH2:1][C:2]1[CH:7]=[CH:6][C:5]([OH:8])=[CH:4][CH:3]=1.CC(C)([O-])C.[K+].Cl[C:16]1[CH:21]=[CH:20][N:19]=[C:18]([C:22](=[O:32])[NH:23][CH2:24][CH2:25][N:26]2[CH2:31][CH2:30][O:29][CH2:28][CH2:27]2)[CH:17]=1.C([O-])([O-])=O.[K+].[K+]. Product: [N:26]1([CH2:25][CH2:24][NH:23][C:22]([C:18]2([O:8][C:5]3[CH:6]=[CH:7][C:2]([NH2:1])=[CH:3][CH:4]=3)[CH:17]=[CH:16][CH:21]=[CH:20][NH:19]2)=[O:32])[CH2:31][CH2:30][O:29][CH2:28][CH2:27]1. The catalyst class is: 3.